From a dataset of Catalyst prediction with 721,799 reactions and 888 catalyst types from USPTO. Predict which catalyst facilitates the given reaction. (1) Reactant: [Cl:1][C:2]1[CH:3]=[C:4]([CH:22]=[CH:23][CH:24]=1)[CH2:5][C:6]1[CH:10]=[C:9]([CH:11]2[O:15][CH2:14][CH2:13][O:12]2)[S:8][C:7]=1[C:16](=[O:21])[CH2:17][CH2:18][CH2:19][OH:20].[BH4-].[Na+]. Product: [Cl:1][C:2]1[CH:3]=[C:4]([CH:22]=[CH:23][CH:24]=1)[CH2:5][C:6]1[CH:10]=[C:9]([CH:11]2[O:15][CH2:14][CH2:13][O:12]2)[S:8][C:7]=1[CH:16]([OH:21])[CH2:17][CH2:18][CH2:19][OH:20]. The catalyst class is: 5. (2) Reactant: [CH3:1][C:2]1[N:7]=[C:6]([C:8]#[N:9])[CH:5]=[CH:4][CH:3]=1.[O:10](C(OC(C)(C)C)=O)[C:11]([O:13][C:14]([CH3:17])([CH3:16])[CH3:15])=O. Product: [CH3:1][C:2]1[N:7]=[C:6]([CH2:8][NH:9][C:11](=[O:10])[O:13][C:14]([CH3:17])([CH3:16])[CH3:15])[CH:5]=[CH:4][CH:3]=1. The catalyst class is: 99. (3) Reactant: Cl[CH2:2][C:3]([NH:5][C:6]1[CH:11]=[C:10]([Cl:12])[N:9]=[C:8]([N:13]2[C:17]([CH3:18])=[CH:16][C:15]([CH3:19])=[N:14]2)[N:7]=1)=[O:4].[NH:20]1[CH2:25][CH2:24][O:23][CH2:22][CH2:21]1.C(NC(C)C)(C)C. Product: [Cl:12][C:10]1[N:9]=[C:8]([N:13]2[C:17]([CH3:18])=[CH:16][C:15]([CH3:19])=[N:14]2)[N:7]=[C:6]([NH:5][C:3](=[O:4])[CH2:2][N:20]2[CH2:25][CH2:24][O:23][CH2:22][CH2:21]2)[CH:11]=1. The catalyst class is: 4. (4) Reactant: [O:1]1[CH2:5][CH2:4][O:3][CH:2]1[C:6]1[O:10][C:9]([CH:11]=[O:12])=[CH:8][CH:7]=1.[Br-].[CH3:14][S+](C)C.[OH-].[K+].O. Product: [O:12]1[CH2:14][CH:11]1[C:9]1[O:10][C:6]([CH:2]2[O:3][CH2:4][CH2:5][O:1]2)=[CH:7][CH:8]=1. The catalyst class is: 10. (5) Reactant: C[O:2][C:3]([C@H:5]1[O:7][CH2:6]1)=O.[CH2:8]([NH2:15])[C:9]1[CH:14]=[CH:13][CH:12]=[CH:11][CH:10]=1. Product: [CH2:8]([NH:15][C:3](=[O:2])[C@@H:5]([OH:7])[CH2:6][NH:15][CH2:8][C:9]1[CH:14]=[CH:13][CH:12]=[CH:11][CH:10]=1)[C:9]1[CH:14]=[CH:13][CH:12]=[CH:11][CH:10]=1. The catalyst class is: 4.